This data is from Reaction yield outcomes from USPTO patents with 853,638 reactions. The task is: Predict the reaction yield, written as a fraction of the theoretical maximum amount of product (1.0 means a 100% yield; for example, 0.34 means a 34% yield). (1) The reactants are [C:1]([C:3]1[CH:4]=[C:5]2[C:10](=[CH:11][C:12]=1[O:13][CH2:14][CH:15]1[CH2:20][CH2:19][N:18](OC(OC(C)(C)C)=O)[CH2:17][CH2:16]1)[N:9]=[CH:8][CH:7]=[C:6]2[O:29][C:30]1[CH:31]=[C:32]2[C:36](=[CH:37][CH:38]=1)[N:35]([C:39](=[O:43])[NH:40][CH2:41][CH3:42])[CH:34]=[CH:33]2)#[N:2].[Na].O. The catalyst is FC(F)(F)C(O)=O. The product is [C:1]([C:3]1[CH:4]=[C:5]2[C:10](=[CH:11][C:12]=1[O:13][CH2:14][CH:15]1[CH2:20][CH2:19][NH:18][CH2:17][CH2:16]1)[N:9]=[CH:8][CH:7]=[C:6]2[O:29][C:30]1[CH:31]=[C:32]2[C:36](=[CH:37][CH:38]=1)[N:35]([C:39](=[O:43])[NH:40][CH2:41][CH3:42])[CH:34]=[CH:33]2)#[N:2]. The yield is 0.890. (2) The reactants are [CH3:1][C@H:2]1[CH2:7][O:6][CH2:5][CH2:4][N:3]1[C:8]1[CH:13]=[CH:12][C:11]([N+:14]([O-])=O)=[C:10]([O:17][CH3:18])[CH:9]=1.O.NN. The catalyst is CO. The product is [CH3:1][C@H:2]1[CH2:7][O:6][CH2:5][CH2:4][N:3]1[C:8]1[CH:13]=[CH:12][C:11]([NH2:14])=[C:10]([O:17][CH3:18])[CH:9]=1. The yield is 0.810. (3) No catalyst specified. The product is [Cl:22][C:23]1[N:24]=[C:25]([C:30]([N:18]([CH2:19][CH2:20][CH3:21])[CH:15]2[CH2:14][CH2:13][N:12]([C:4]3[S:5][C:6]([C:7]([O:9][CH2:10][CH3:11])=[O:8])=[C:2]([CH3:1])[N:3]=3)[CH2:17][CH2:16]2)=[O:31])[NH:26][C:27]=1[CH2:28][CH3:29]. The reactants are [CH3:1][C:2]1[N:3]=[C:4]([N:12]2[CH2:17][CH2:16][CH:15]([NH:18][CH2:19][CH2:20][CH3:21])[CH2:14][CH2:13]2)[S:5][C:6]=1[C:7]([O:9][CH2:10][CH3:11])=[O:8].[Cl:22][C:23]1[N:24]=[C:25]([C:30](O)=[O:31])[NH:26][C:27]=1[CH2:28][CH3:29].CCN=C=NCCCN(C)C.Cl.ON1C2C=CC=CC=2N=N1.CN1CCOCC1. The yield is 0.220.